This data is from Catalyst prediction with 721,799 reactions and 888 catalyst types from USPTO. The task is: Predict which catalyst facilitates the given reaction. (1) Reactant: [C:1]([OH:6])(=[O:5])[CH:2]([CH3:4])[OH:3].Cl[Sn:8]Cl.[OH-].[Na+]. Product: [C:1]([O-:6])(=[O:5])[CH:2]([CH3:4])[OH:3].[Sn+2:8].[C:1]([O-:6])(=[O:5])[CH:2]([CH3:4])[OH:3]. The catalyst class is: 6. (2) Reactant: [BH4-].[Na+].[C:3]1([N:9]2[CH2:14][CH2:13][N:12]([CH2:15][C:16]3[CH:25]=[CH:24][C:19]([NH:20][N+]([O-])=O)=[CH:18][CH:17]=3)[CH2:11][CH2:10]2)[CH:8]=[CH:7][CH:6]=[CH:5][CH:4]=1.O.O.[Sn](Cl)Cl.[OH-].[Na+]. Product: [C:3]1([N:9]2[CH2:10][CH2:11][N:12]([CH2:15][C:16]3[CH:17]=[CH:18][C:19]([NH2:20])=[CH:24][CH:25]=3)[CH2:13][CH2:14]2)[CH:8]=[CH:7][CH:6]=[CH:5][CH:4]=1. The catalyst class is: 8. (3) Reactant: [N+:1]([C:4]1[CH:5]=[C:6]([CH:26]=[CH:27][CH:28]=1)[CH2:7][S:8]([NH:11][C:12]1[CH:13]=[C:14]([NH:18]C(=O)OC(C)(C)C)[CH:15]=[CH:16][CH:17]=1)(=[O:10])=[O:9])([O-:3])=[O:2].[ClH:29]. Product: [ClH:29].[NH2:18][C:14]1[CH:13]=[C:12]([NH:11][S:8]([CH2:7][C:6]2[CH:26]=[CH:27][CH:28]=[C:4]([N+:1]([O-:3])=[O:2])[CH:5]=2)(=[O:9])=[O:10])[CH:17]=[CH:16][CH:15]=1. The catalyst class is: 12. (4) Reactant: [CH3:1][C:2]1[C:3]([CH2:14][S:15]([C:17]2[NH:21][C:20]3[CH:22]=[CH:23][CH:24]=[CH:25][C:19]=3[N:18]=2)=[O:16])=[N:4][CH:5]=[CH:6][C:7]=1[O:8][CH2:9][C:10]([F:13])([F:12])[F:11].CCCCCC.CC(O)C.C(O)C. The catalyst class is: 10. Product: [CH3:1][C:2]1[C:3]([CH2:14][S@:15]([C:17]2[NH:18][C:19]3[CH:25]=[CH:24][CH:23]=[CH:22][C:20]=3[N:21]=2)=[O:16])=[N:4][CH:5]=[CH:6][C:7]=1[O:8][CH2:9][C:10]([F:13])([F:11])[F:12].